Task: Regression. Given two drug SMILES strings and cell line genomic features, predict the synergy score measuring deviation from expected non-interaction effect.. Dataset: NCI-60 drug combinations with 297,098 pairs across 59 cell lines (1) Drug 1: CC1C(C(=O)NC(C(=O)N2CCCC2C(=O)N(CC(=O)N(C(C(=O)O1)C(C)C)C)C)C(C)C)NC(=O)C3=C4C(=C(C=C3)C)OC5=C(C(=O)C(=C(C5=N4)C(=O)NC6C(OC(=O)C(N(C(=O)CN(C(=O)C7CCCN7C(=O)C(NC6=O)C(C)C)C)C)C(C)C)C)N)C. Drug 2: CC(C)(C#N)C1=CC(=CC(=C1)CN2C=NC=N2)C(C)(C)C#N. Cell line: PC-3. Synergy scores: CSS=-0.579, Synergy_ZIP=2.10, Synergy_Bliss=2.74, Synergy_Loewe=-0.985, Synergy_HSA=-0.271. (2) Drug 1: C1CC(C1)(C(=O)O)C(=O)O.[NH2-].[NH2-].[Pt+2]. Drug 2: C1CN(CCN1C(=O)CCBr)C(=O)CCBr. Cell line: MOLT-4. Synergy scores: CSS=78.3, Synergy_ZIP=5.41, Synergy_Bliss=6.23, Synergy_Loewe=4.25, Synergy_HSA=7.72.